From a dataset of Reaction yield outcomes from USPTO patents with 853,638 reactions. Predict the reaction yield, written as a fraction of the theoretical maximum amount of product (1.0 means a 100% yield; for example, 0.34 means a 34% yield). (1) The reactants are [NH2:1][C:2]1[CH:7]=[CH:6][C:5]([N:8]2[CH:13]=[CH:12][CH:11]=[CH:10][C:9]2=[O:14])=[CH:4][CH:3]=1.[CH3:15][C:16]([O:19][C:20]([NH:22][CH:23]([C:30](O)=[O:31])[C:24]1[CH:29]=[CH:28][CH:27]=[CH:26][CH:25]=1)=[O:21])([CH3:18])[CH3:17].CN(C(ON1N=NC2C=CC=NC1=2)=[N+](C)C)C.F[P-](F)(F)(F)(F)F.CCN(C(C)C)C(C)C. The catalyst is CN(C=O)C.CCOC(C)=O.C(Cl)Cl.O. The product is [C:16]([O:19][C:20](=[O:21])[NH:22][CH:23]([C:30](=[O:31])[NH:1][C:2]1[CH:7]=[CH:6][C:5]([N:8]2[CH:13]=[CH:12][CH:11]=[CH:10][C:9]2=[O:14])=[CH:4][CH:3]=1)[C:24]1[CH:29]=[CH:28][CH:27]=[CH:26][CH:25]=1)([CH3:18])([CH3:15])[CH3:17]. The yield is 0.920. (2) The reactants are [OH:1][C@H:2]1[CH2:7][CH2:6][CH2:5][N:4]([C:8]([O:10][C:11]([CH3:14])([CH3:13])[CH3:12])=[O:9])[CH2:3]1.[H-].[Na+].[Br:17][C:18]1[S:26][C:25]2[C:24]([C:27]#[N:28])=[CH:23][N:22]=[C:21](Cl)[C:20]=2[CH:19]=1. The catalyst is C1COCC1.O. The product is [Br:17][C:18]1[S:26][C:25]2[C:24]([C:27]#[N:28])=[CH:23][N:22]=[C:21]([O:1][C@H:2]3[CH2:7][CH2:6][CH2:5][N:4]([C:8]([O:10][C:11]([CH3:14])([CH3:13])[CH3:12])=[O:9])[CH2:3]3)[C:20]=2[CH:19]=1. The yield is 0.910.